This data is from Peptide-MHC class I binding affinity with 185,985 pairs from IEDB/IMGT. The task is: Regression. Given a peptide amino acid sequence and an MHC pseudo amino acid sequence, predict their binding affinity value. This is MHC class I binding data. (1) The peptide sequence is SAEPVPLQL. The MHC is HLA-A01:01 with pseudo-sequence HLA-A01:01. The binding affinity (normalized) is 0. (2) The peptide sequence is LQIPFAMQM. The MHC is HLA-B40:01 with pseudo-sequence HLA-B40:01. The binding affinity (normalized) is 0.233. (3) The MHC is HLA-B27:05 with pseudo-sequence HLA-B27:05. The binding affinity (normalized) is 0.588. The peptide sequence is YRLRGEARK. (4) The peptide sequence is AEQASQDVKNW. The MHC is HLA-A30:01 with pseudo-sequence HLA-A30:01. The binding affinity (normalized) is 0. (5) The peptide sequence is RSPYRALM. The MHC is Mamu-A02 with pseudo-sequence Mamu-A02. The binding affinity (normalized) is 0.783. (6) The peptide sequence is ERILSTYLGR. The MHC is HLA-A11:01 with pseudo-sequence HLA-A11:01. The binding affinity (normalized) is 0.353. (7) The peptide sequence is WLGHPFTPV. The MHC is HLA-A02:01 with pseudo-sequence HLA-A02:01. The binding affinity (normalized) is 1.00.